From a dataset of Reaction yield outcomes from USPTO patents with 853,638 reactions. Predict the reaction yield, written as a fraction of the theoretical maximum amount of product (1.0 means a 100% yield; for example, 0.34 means a 34% yield). The reactants are Cl[C:2]1[N:7]=[C:6]([N:8]2[CH2:13][CH2:12][NH:11][CH2:10][CH2:9]2)[C:5]([Cl:14])=[CH:4][N:3]=1.C(O)(C(F)(F)F)=O.[C:22]([O:26][C:27](=[O:36])[NH:28][C:29]1[CH:34]=[CH:33][CH:32]=[CH:31][C:30]=1[NH2:35])([CH3:25])([CH3:24])[CH3:23]. The catalyst is O1CCOCC1.CCOC(C)=O. The product is [C:22]([O:26][C:27](=[O:36])[NH:28][C:29]1[CH:34]=[CH:33][CH:32]=[CH:31][C:30]=1[NH:35][C:2]1[N:7]=[C:6]([N:8]2[CH2:13][CH2:12][NH:11][CH2:10][CH2:9]2)[C:5]([Cl:14])=[CH:4][N:3]=1)([CH3:25])([CH3:23])[CH3:24]. The yield is 0.230.